Dataset: Forward reaction prediction with 1.9M reactions from USPTO patents (1976-2016). Task: Predict the product of the given reaction. Given the reactants FC(F)(F)C([N:5]1[CH:10]2[CH2:11][CH2:12][CH:6]1[CH2:7][CH:8]([CH:13]1[C:26]3[CH:25]=[CH:24][C:23]([C:27]4[NH:31][N:30]=[N:29][N:28]=4)=[CH:22][C:21]=3[O:20][C:19]3[C:14]1=[CH:15][CH:16]=[CH:17][CH:18]=3)[CH2:9]2)=O.[OH-].[Na+], predict the reaction product. The product is: [NH:31]1[C:27]([C:23]2[CH:24]=[CH:25][C:26]3[CH:13]([CH:8]4[CH2:9][CH:10]5[NH:5][CH:6]([CH2:12][CH2:11]5)[CH2:7]4)[C:14]4[C:19]([O:20][C:21]=3[CH:22]=2)=[CH:18][CH:17]=[CH:16][CH:15]=4)=[N:28][N:29]=[N:30]1.